From a dataset of Catalyst prediction with 721,799 reactions and 888 catalyst types from USPTO. Predict which catalyst facilitates the given reaction. (1) Reactant: Cl.[CH3:2][N:3]1[C:12]2[C:7](=[CH:8][CH:9]=[CH:10][C:11]=2[NH:13]C(OC(C)(C)C)=O)[CH2:6][CH2:5][CH2:4]1. Product: [CH3:2][N:3]1[C:12]2[C:7](=[CH:8][CH:9]=[CH:10][C:11]=2[NH2:13])[CH2:6][CH2:5][CH2:4]1. The catalyst class is: 5. (2) Product: [C:12]([C:7]1[CH:8]=[C:9]([CH3:11])[CH:10]=[C:5]([C:1]([CH3:4])([CH3:3])[CH3:2])[C:6]=1[O:16][CH2:18][C:19]([O:21][CH3:22])=[O:20])([CH3:15])([CH3:14])[CH3:13]. Reactant: [C:1]([C:5]1[CH:10]=[C:9]([CH3:11])[CH:8]=[C:7]([C:12]([CH3:15])([CH3:14])[CH3:13])[C:6]=1[OH:16])([CH3:4])([CH3:3])[CH3:2].Br[CH2:18][C:19]([O:21][CH3:22])=[O:20].C(=O)([O-])[O-].[Cs+].[Cs+].O. The catalyst class is: 10. (3) Reactant: [Cl:1][C:2]1[CH:3]=[C:4]2[CH:10]=[CH:9][NH:8][C:5]2=[N:6][CH:7]=1.[C:11]([O:15][C:16](=[O:35])[N:17]([C:27]1[CH:32]=[CH:31][C:30]([CH:33]=[O:34])=[CH:29][N:28]=1)[CH2:18][C:19]1[CH:20]=[N:21][C:22]([O:25][CH3:26])=[CH:23][CH:24]=1)([CH3:14])([CH3:13])[CH3:12].COC1N=CC(C=O)=CC=1.[OH-].[K+]. Product: [C:11]([O:15][C:16](=[O:35])[N:17]([C:27]1[CH:32]=[CH:31][C:30]([CH:33]([C:10]2[C:4]3[C:5](=[N:6][CH:7]=[C:2]([Cl:1])[CH:3]=3)[NH:8][CH:9]=2)[OH:34])=[CH:29][N:28]=1)[CH2:18][C:19]1[CH:20]=[N:21][C:22]([O:25][CH3:26])=[CH:23][CH:24]=1)([CH3:14])([CH3:12])[CH3:13]. The catalyst class is: 24.